From a dataset of Full USPTO retrosynthesis dataset with 1.9M reactions from patents (1976-2016). Predict the reactants needed to synthesize the given product. (1) Given the product [F:3][C:4]1[CH:33]=[CH:32][C:7]2[NH:8][C:9]([CH:11]([NH2:24])[CH2:12][C:13]3[CH:18]=[CH:17][C:16]([C:19]([F:20])([F:21])[F:22])=[CH:15][C:14]=3[F:23])=[N:10][C:6]=2[CH:5]=1, predict the reactants needed to synthesize it. The reactants are: N#N.[F:3][C:4]1[CH:33]=[CH:32][C:7]2[NH:8][C:9]([CH:11]([NH:24]C(=O)OC(C)(C)C)[CH2:12][C:13]3[CH:18]=[CH:17][C:16]([C:19]([F:22])([F:21])[F:20])=[CH:15][C:14]=3[F:23])=[N:10][C:6]=2[CH:5]=1.Cl. (2) Given the product [Br:2][C:3]1[S:4][CH:5]=[C:6]([C@@H:8]2[CH2:10][C@H:9]2[NH:11][CH2:20][CH:17]2[CH2:19][CH2:18]2)[N:7]=1, predict the reactants needed to synthesize it. The reactants are: Cl.[Br:2][C:3]1[S:4][CH:5]=[C:6]([C@@H:8]2[CH2:10][C@H:9]2[NH2:11])[N:7]=1.C(=O)([O-])O.[Na+].[CH:17]1([CH:20]=O)[CH2:19][CH2:18]1.[BH4-].[Na+]. (3) Given the product [Cl:26][C:24]1[CH:23]=[CH:22][C:21]([CH3:27])=[C:20]([C:10]2[NH:11][CH:12]=[C:8]([C:4]3[N:5]=[CH:6][N:7]=[C:2]([NH2:1])[CH:3]=3)[CH:9]=2)[CH:25]=1, predict the reactants needed to synthesize it. The reactants are: [NH2:1][C:2]1[N:7]=[CH:6][N:5]=[C:4]([C:8]2[CH:9]=[C:10]([C:20]3[CH:25]=[C:24]([Cl:26])[CH:23]=[CH:22][C:21]=3[CH3:27])[N:11](C(OC(C)(C)C)=O)[CH:12]=2)[CH:3]=1.C(O)(C(F)(F)F)=O.CCO.[OH-].[NH4+]. (4) The reactants are: [CH3:13][C:12]([O:11][C:9](O[C:9]([O:11][C:12]([CH3:15])([CH3:14])[CH3:13])=[O:10])=[O:10])([CH3:15])[CH3:14].CCN(CC)CC.Cl.[N:24]1([C:29](=[NH:31])[NH2:30])[CH:28]=[CH:27][CH:26]=[N:25]1. Given the product [N:24]1([C:29]([NH:31][C:9](=[O:10])[O:11][C:12]([CH3:13])([CH3:14])[CH3:15])=[NH:30])[CH:28]=[CH:27][CH:26]=[N:25]1, predict the reactants needed to synthesize it.